Dataset: hERG Central: cardiac toxicity at 1µM, 10µM, and general inhibition. Task: Predict hERG channel inhibition at various concentrations. The drug is O=C(Nc1ccc(Cl)cc1C(F)(F)F)C(Sc1cccc[n+]1[O-])c1ccccc1. Results: hERG_inhib (hERG inhibition (general)): blocker.